Dataset: NCI-60 drug combinations with 297,098 pairs across 59 cell lines. Task: Regression. Given two drug SMILES strings and cell line genomic features, predict the synergy score measuring deviation from expected non-interaction effect. (1) Drug 1: CS(=O)(=O)C1=CC(=C(C=C1)C(=O)NC2=CC(=C(C=C2)Cl)C3=CC=CC=N3)Cl. Drug 2: CC1=CC2C(CCC3(C2CCC3(C(=O)C)OC(=O)C)C)C4(C1=CC(=O)CC4)C. Cell line: MDA-MB-435. Synergy scores: CSS=-8.13, Synergy_ZIP=6.81, Synergy_Bliss=5.99, Synergy_Loewe=-1.71, Synergy_HSA=-2.16. (2) Drug 1: CCCCC(=O)OCC(=O)C1(CC(C2=C(C1)C(=C3C(=C2O)C(=O)C4=C(C3=O)C=CC=C4OC)O)OC5CC(C(C(O5)C)O)NC(=O)C(F)(F)F)O. Drug 2: C#CCC(CC1=CN=C2C(=N1)C(=NC(=N2)N)N)C3=CC=C(C=C3)C(=O)NC(CCC(=O)O)C(=O)O. Cell line: SF-268. Synergy scores: CSS=33.5, Synergy_ZIP=-4.14, Synergy_Bliss=-9.18, Synergy_Loewe=-9.46, Synergy_HSA=-9.46. (3) Drug 1: CC1CC2C3CCC4=CC(=O)C=CC4(C3(C(CC2(C1(C(=O)CO)O)C)O)F)C. Drug 2: CC1=C(C(=CC=C1)Cl)NC(=O)C2=CN=C(S2)NC3=CC(=NC(=N3)C)N4CCN(CC4)CCO. Cell line: NCIH23. Synergy scores: CSS=28.1, Synergy_ZIP=0.635, Synergy_Bliss=1.44, Synergy_Loewe=-7.19, Synergy_HSA=2.75. (4) Drug 1: CCC(=C(C1=CC=CC=C1)C2=CC=C(C=C2)OCCN(C)C)C3=CC=CC=C3.C(C(=O)O)C(CC(=O)O)(C(=O)O)O. Drug 2: C1CC(=O)NC(=O)C1N2C(=O)C3=CC=CC=C3C2=O. Cell line: ACHN. Synergy scores: CSS=-0.652, Synergy_ZIP=-0.435, Synergy_Bliss=0.651, Synergy_Loewe=-5.16, Synergy_HSA=-1.42. (5) Drug 1: CNC(=O)C1=CC=CC=C1SC2=CC3=C(C=C2)C(=NN3)C=CC4=CC=CC=N4. Drug 2: CC(C1=C(C=CC(=C1Cl)F)Cl)OC2=C(N=CC(=C2)C3=CN(N=C3)C4CCNCC4)N. Cell line: TK-10. Synergy scores: CSS=-1.90, Synergy_ZIP=-0.599, Synergy_Bliss=-3.41, Synergy_Loewe=-4.17, Synergy_HSA=-4.30.